This data is from Reaction yield outcomes from USPTO patents with 853,638 reactions. The task is: Predict the reaction yield, written as a fraction of the theoretical maximum amount of product (1.0 means a 100% yield; for example, 0.34 means a 34% yield). (1) The product is [NH2:8][C:9]1[S:10][C:11]([Cl:74])=[C:12]([C:14](=[N:53][OH:54])[C:15]([NH:17][C@@H:18]2[C:25](=[O:26])[N:24]3[C@@H:19]2[S:20][CH2:21][C:22](/[CH:43]=[CH:44]/[S:104][C:102]2[CH:101]=[CH:100][N:99]=[C:98]([S:97][CH2:96][CH2:95][NH2:94])[N:103]=2)=[C:23]3[C:27]([OH:29])=[O:28])=[O:16])[N:13]=1. The yield is 0.0220. The reactants are C(OC([NH:8][C:9]1[S:10][C:11]([Cl:74])=[C:12]([C:14](=[N:53][O:54]C(C2C=CC=CC=2)(C2C=CC=CC=2)C2C=CC=CC=2)[C:15]([NH:17][C@@H:18]2[C:25](=[O:26])[N:24]3[C@@H:19]2[S:20][CH2:21][C:22](/[CH:43]=[CH:44]/OS(C(F)(F)F)(=O)=O)=[C:23]3[C:27]([O:29]C(C2C=CC=CC=2)C2C=CC=CC=2)=[O:28])=[O:16])[N:13]=1)=O)CCC.C([NH:94][CH2:95][CH2:96][S:97][C:98]1[N:103]=[C:102]([SH:104])[CH:101]=[CH:100][N:99]=1)(C1C=CC=CC=1)(C1C=CC=CC=1)C1C=CC=CC=1. No catalyst specified. (2) The product is [ClH:21].[CH3:1][O:2][C:3](=[O:20])[C:4]1[CH:9]=[C:8]([S:10][CH3:11])[CH:7]=[C:6]([NH2:12])[CH:5]=1. The yield is 0.520. The reactants are [CH3:1][O:2][C:3](=[O:20])[C:4]1[CH:9]=[C:8]([S:10][CH3:11])[CH:7]=[C:6]([NH:12]C(OC(C)(C)C)=O)[CH:5]=1.[ClH:21]. The catalyst is O1CCOCC1. (3) The reactants are [Cl:1][C:2]1[S:3][C:4]([Cl:12])=[C:5]([Cl:11])[C:6]=1[S:7](Cl)(=[O:9])=[O:8].[NH2:13][C:14]1[CH:15]=[C:16]([OH:24])[C:17](=[CH:22][CH:23]=1)[C:18]([O:20][CH3:21])=[O:19]. The yield is 0.160. The product is [OH:24][C:16]1[CH:15]=[C:14]([NH:13][S:7]([C:6]2[C:5]([Cl:11])=[C:4]([Cl:12])[S:3][C:2]=2[Cl:1])(=[O:9])=[O:8])[CH:23]=[CH:22][C:17]=1[C:18]([O:20][CH3:21])=[O:19]. No catalyst specified.